This data is from Full USPTO retrosynthesis dataset with 1.9M reactions from patents (1976-2016). The task is: Predict the reactants needed to synthesize the given product. (1) Given the product [Br:44][C:18]1[C:19]([C@@H:22]2[C@:27]([C:29]3[CH:34]=[CH:33][C:32]([F:35])=[C:31]([F:36])[CH:30]=3)([OH:28])[CH2:26][CH2:25][N:24]([C:37]([O:39][C:40]([CH3:43])([CH3:42])[CH3:41])=[O:38])[CH2:23]2)=[N:20][O:21][C:17]=1[C:12]1[CH:13]=[CH:14][CH:15]=[CH:16][C:11]=1[CH2:10][CH2:9][NH:8][C:6](=[O:7])[CH2:5][OH:4], predict the reactants needed to synthesize it. The reactants are: C([O:4][CH2:5][C:6]([NH:8][CH2:9][CH2:10][C:11]1[CH:16]=[CH:15][CH:14]=[CH:13][C:12]=1[C:17]1[O:21][N:20]=[C:19]([C@@H:22]2[C@:27]([C:29]3[CH:34]=[CH:33][C:32]([F:35])=[C:31]([F:36])[CH:30]=3)([OH:28])[CH2:26][CH2:25][N:24]([C:37]([O:39][C:40]([CH3:43])([CH3:42])[CH3:41])=[O:38])[CH2:23]2)[C:18]=1[Br:44])=[O:7])(=O)C.[Li+].[OH-]. (2) Given the product [C:39]1([C:35]2[N:34]=[CH:27][C:38]([C:12]3[NH:8][C:9]([C:13]4[CH:18]=[CH:17][CH:16]=[CH:15][N:14]=4)=[N:10][CH:11]=3)=[CH:37][N:36]=2)[CH:44]=[CH:43][CH:42]=[CH:41][CH:40]=1, predict the reactants needed to synthesize it. The reactants are: C([N:8]1[CH:12]=[CH:11][N:10]=[C:9]1[C:13]1[CH:18]=[CH:17][CH:16]=[CH:15][N:14]=1)C1C=CC=CC=1.C(C1C=CC=CN=1)#N.[CH2:27]([N:34]1[CH:38]=[CH:37][N:36]=[C:35]1[C:39]1[CH:44]=[CH:43][CH:42]=[CH:41][CH:40]=1)C1C=CC=CC=1.B(O)(O)C1C=CC=C(F)C=1. (3) Given the product [NH2:18][C:13]1[C:12]2[C:8]([C:5]3[CH:6]=[CH:7][C:2]([NH2:1])=[CH:3][CH:4]=3)=[CH:9][S:10][C:11]=2[C:16]([C:21]#[C:20][CH2:19][N:22]2[C:26](=[O:27])[C:25]3[C:24](=[CH:31][CH:30]=[CH:29][CH:28]=3)[C:23]2=[O:32])=[CH:15][N:14]=1, predict the reactants needed to synthesize it. The reactants are: [NH2:1][C:2]1[CH:7]=[CH:6][C:5]([C:8]2[C:12]3[C:13]([NH2:18])=[N:14][CH:15]=[C:16](I)[C:11]=3[S:10][CH:9]=2)=[CH:4][CH:3]=1.[CH2:19]([N:22]1[C:26](=[O:27])[C:25]2=[CH:28][CH:29]=[CH:30][CH:31]=[C:24]2[C:23]1=[O:32])[C:20]#[CH:21].O. (4) Given the product [Cl:16][C:10]1[CH:11]=[CH:12][C:13]([F:15])=[CH:14][C:9]=1[O:8][C:7]1[CH:17]=[CH:18][C:4]([N:1]2[CH:21]=[C:20]([C:19]([O:23][CH2:24][CH3:25])=[O:22])[N:3]=[N:2]2)=[CH:5][CH:6]=1, predict the reactants needed to synthesize it. The reactants are: [N:1]([C:4]1[CH:18]=[CH:17][C:7]([O:8][C:9]2[CH:14]=[C:13]([F:15])[CH:12]=[CH:11][C:10]=2[Cl:16])=[CH:6][CH:5]=1)=[N+:2]=[N-:3].[C:19]([O:23][CH2:24][CH3:25])(=[O:22])[C:20]#[CH:21]. (5) Given the product [CH:1]1([C:7]([C:9]2[CH:14]=[C:13]([O:15][CH3:16])[CH:12]=[CH:11][C:10]=2[O:17][CH3:18])=[O:8])[CH2:2][CH2:3][CH2:4][CH2:5][CH2:6]1.[CH:19]1([C:25]([C:27]2[CH:32]=[C:31]([O:33][CH3:34])[CH:30]=[CH:29][C:28]=2[OH:35])=[O:26])[CH2:20][CH2:21][CH2:22][CH2:23][CH2:24]1, predict the reactants needed to synthesize it. The reactants are: [CH:1]1([C:7]([C:9]2[CH:14]=[C:13]([O:15][CH3:16])[CH:12]=[CH:11][C:10]=2[O:17][CH3:18])=[O:8])[CH2:6][CH2:5][CH2:4][CH2:3][CH2:2]1.[CH:19]1([C:25]([C:27]2[CH:32]=[C:31]([O:33][CH3:34])[CH:30]=[CH:29][C:28]=2[OH:35])=[O:26])[CH2:24][CH2:23][CH2:22][CH2:21][CH2:20]1. (6) Given the product [CH2:12]([O:11][C:5]1[C:4]([F:14])=[C:3]([C:22]#[N:23])[C:2](=[CH:7][C:6]=1[O:8][CH2:9][CH3:10])[C:17]#[N:18])[CH3:13], predict the reactants needed to synthesize it. The reactants are: Br[C:2]1[CH:7]=[C:6]([O:8][CH2:9][CH3:10])[C:5]([O:11][CH2:12][CH3:13])=[C:4]([F:14])[C:3]=1Br.[Cu](C#N)[C:17]#[N:18].N.[CH3:22][N:23](C)C=O. (7) Given the product [CH3:5][NH:6][CH2:8][C:9]1[C:17]2[O:16][N:15]=[C:14]([CH2:18][CH2:19][CH:20]3[CH2:21][CH2:22][N:23]([CH2:26][CH:27]4[O:31][CH2:30][CH2:29][O:28]4)[CH2:24][CH2:25]3)[C:13]=2[CH:12]=[CH:11][C:10]=1[O:32][CH2:33][C:34]1[CH:39]=[CH:38][C:37]([F:40])=[CH:36][CH:35]=1, predict the reactants needed to synthesize it. The reactants are: COC1C=C(OC)C=CC=1[CH2:5][N:6]([CH2:8][C:9]1[C:17]2[O:16][N:15]=[C:14]([CH2:18][CH2:19][CH:20]3[CH2:25][CH2:24][N:23]([CH2:26][CH:27]4[O:31][CH2:30][CH2:29][O:28]4)[CH2:22][CH2:21]3)[C:13]=2[CH:12]=[CH:11][C:10]=1[O:32][CH2:33][C:34]1[CH:39]=[CH:38][C:37]([F:40])=[CH:36][CH:35]=1)C.FC(F)(F)C(OC(=O)C(F)(F)F)=O.[OH-].[Na+].[Cl-].[Na+].